This data is from NCI-60 drug combinations with 297,098 pairs across 59 cell lines. The task is: Regression. Given two drug SMILES strings and cell line genomic features, predict the synergy score measuring deviation from expected non-interaction effect. (1) Drug 1: C1C(C(OC1N2C=C(C(=O)NC2=O)F)CO)O. Drug 2: CC12CCC3C(C1CCC2O)C(CC4=C3C=CC(=C4)O)CCCCCCCCCS(=O)CCCC(C(F)(F)F)(F)F. Cell line: NCI-H522. Synergy scores: CSS=1.90, Synergy_ZIP=-0.430, Synergy_Bliss=1.82, Synergy_Loewe=-1.17, Synergy_HSA=0.648. (2) Drug 1: CN(C)N=NC1=C(NC=N1)C(=O)N. Drug 2: C1C(C(OC1N2C=NC3=C2NC=NCC3O)CO)O. Cell line: SNB-19. Synergy scores: CSS=-1.53, Synergy_ZIP=-0.152, Synergy_Bliss=-3.08, Synergy_Loewe=-5.16, Synergy_HSA=-4.77. (3) Drug 1: CC(C)NC(=O)C1=CC=C(C=C1)CNNC.Cl. Drug 2: C(CN)CNCCSP(=O)(O)O. Cell line: MDA-MB-435. Synergy scores: CSS=9.30, Synergy_ZIP=-3.37, Synergy_Bliss=-0.239, Synergy_Loewe=-10.3, Synergy_HSA=-2.98. (4) Drug 1: C1=CC(=C2C(=C1NCCNCCO)C(=O)C3=C(C=CC(=C3C2=O)O)O)NCCNCCO. Drug 2: CC1C(C(CC(O1)OC2CC(CC3=C2C(=C4C(=C3O)C(=O)C5=C(C4=O)C(=CC=C5)OC)O)(C(=O)C)O)N)O.Cl. Cell line: HOP-62. Synergy scores: CSS=60.7, Synergy_ZIP=6.92, Synergy_Bliss=7.18, Synergy_Loewe=0.867, Synergy_HSA=8.59. (5) Drug 1: C1=CC(=CC=C1CC(C(=O)O)N)N(CCCl)CCCl.Cl. Drug 2: C(CC(=O)O)C(=O)CN.Cl. Cell line: HL-60(TB). Synergy scores: CSS=42.9, Synergy_ZIP=4.95, Synergy_Bliss=7.58, Synergy_Loewe=-42.5, Synergy_HSA=5.65. (6) Drug 1: CN1C(=O)N2C=NC(=C2N=N1)C(=O)N. Drug 2: C(CC(=O)O)C(=O)CN.Cl. Cell line: NCIH23. Synergy scores: CSS=11.2, Synergy_ZIP=-5.14, Synergy_Bliss=-4.66, Synergy_Loewe=-6.06, Synergy_HSA=-2.54. (7) Drug 1: CCC1=CC2CC(C3=C(CN(C2)C1)C4=CC=CC=C4N3)(C5=C(C=C6C(=C5)C78CCN9C7C(C=CC9)(C(C(C8N6C)(C(=O)OC)O)OC(=O)C)CC)OC)C(=O)OC.C(C(C(=O)O)O)(C(=O)O)O. Drug 2: CC1=C(N=C(N=C1N)C(CC(=O)N)NCC(C(=O)N)N)C(=O)NC(C(C2=CN=CN2)OC3C(C(C(C(O3)CO)O)O)OC4C(C(C(C(O4)CO)O)OC(=O)N)O)C(=O)NC(C)C(C(C)C(=O)NC(C(C)O)C(=O)NCCC5=NC(=CS5)C6=NC(=CS6)C(=O)NCCC[S+](C)C)O. Cell line: OVCAR-4. Synergy scores: CSS=26.9, Synergy_ZIP=-10.1, Synergy_Bliss=-5.19, Synergy_Loewe=-5.77, Synergy_HSA=-4.21. (8) Drug 1: C1C(C(OC1N2C=NC(=NC2=O)N)CO)O. Drug 2: N.N.Cl[Pt+2]Cl. Cell line: OVCAR-8. Synergy scores: CSS=35.8, Synergy_ZIP=-3.29, Synergy_Bliss=2.49, Synergy_Loewe=6.01, Synergy_HSA=7.56.